Dataset: Reaction yield outcomes from USPTO patents with 853,638 reactions. Task: Predict the reaction yield, written as a fraction of the theoretical maximum amount of product (1.0 means a 100% yield; for example, 0.34 means a 34% yield). (1) The reactants are [CH3:1][C:2]1[C:3]([O:19][CH:20]([CH3:22])[CH3:21])=[CH:4][C:5]([C:13]2[CH:14]=[N:15][N:16]([CH3:18])[CH:17]=2)=[C:6]2[C:11]=1[C:10](=[O:12])[NH:9][CH:8]=[CH:7]2. The catalyst is CCO.[Pd]. The product is [CH3:1][C:2]1[C:3]([O:19][CH:20]([CH3:22])[CH3:21])=[CH:4][C:5]([C:13]2[CH:14]=[N:15][N:16]([CH3:18])[CH:17]=2)=[C:6]2[C:11]=1[C:10](=[O:12])[NH:9][CH2:8][CH2:7]2. The yield is 0.787. (2) The product is [CH:16]1([CH2:14][N:4]2[C:5]([CH:7]3[CH2:8][N:9]([C:11](=[O:13])[CH3:12])[CH2:10]3)=[CH:6][C:2]([I:1])=[N:3]2)[CH2:19][CH2:18]1. No catalyst specified. The reactants are [I:1][C:2]1[CH:6]=[C:5]([CH:7]2[CH2:10][N:9]([C:11](=[O:13])[CH3:12])[CH2:8]2)[N:4]([CH:14]([CH3:16])C)[N:3]=1.N1C[CH:19](C2N(CC3CC3)N=C(I)C=2)[CH2:18]1. The yield is 0.540. (3) The reactants are [CH2:1]([O:5][C:6]1[CH:7]=[C:8]([CH2:13][OH:14])[CH:9]=[CH:10][C:11]=1[I:12])[CH2:2][CH2:3][CH3:4]. The catalyst is ClCCl.[O-2].[O-2].[Mn+4]. The product is [CH2:1]([O:5][C:6]1[CH:7]=[C:8]([CH:9]=[CH:10][C:11]=1[I:12])[CH:13]=[O:14])[CH2:2][CH2:3][CH3:4]. The yield is 0.780. (4) The reactants are [Br:1][C:2]1[C:3](F)=[C:4]2[C:10]([NH:11][C:12](=[O:22])[C:13]3[CH:18]=[CH:17][C:16]([O:19][CH3:20])=[C:15]([F:21])[CH:14]=3)=[CH:9][NH:8][C:5]2=[N:6][CH:7]=1.[NH:24]1[CH2:29][CH2:28][CH2:27][C@@H:26]([NH:30][C:31](=[O:37])[O:32][C:33]([CH3:36])([CH3:35])[CH3:34])[CH2:25]1. The catalyst is CCCCO. The product is [Br:1][C:2]1[C:3]([N:24]2[CH2:29][CH2:28][CH2:27][C@@H:26]([NH:30][C:31](=[O:37])[O:32][C:33]([CH3:35])([CH3:34])[CH3:36])[CH2:25]2)=[C:4]2[C:10]([NH:11][C:12](=[O:22])[C:13]3[CH:18]=[CH:17][C:16]([O:19][CH3:20])=[C:15]([F:21])[CH:14]=3)=[CH:9][NH:8][C:5]2=[N:6][CH:7]=1. The yield is 0.270. (5) The catalyst is CO. The reactants are C(OC([N:6]1[C:34]2[C:29](=[CH:30][CH:31]=[C:32]([Cl:35])[CH:33]=2)[C:8]2([CH:13]([C:14]3[CH:19]=[CH:18][CH:17]=[C:16]([Cl:20])[CH:15]=3)[CH2:12][C:11](=[O:21])[NH:10][CH:9]2[C:22]2[CH:27]=[CH:26][CH:25]=[C:24]([CH3:28])[CH:23]=2)[C:7]1=[O:36])=O)C.[OH-].[Na+]. The product is [Cl:35][C:32]1[CH:33]=[C:34]2[NH:6][C:7](=[O:36])[C:8]3([CH:13]([C:14]4[CH:19]=[CH:18][CH:17]=[C:16]([Cl:20])[CH:15]=4)[CH2:12][C:11](=[O:21])[NH:10][CH:9]3[C:22]3[CH:27]=[CH:26][CH:25]=[C:24]([CH3:28])[CH:23]=3)[C:29]2=[CH:30][CH:31]=1. The yield is 0.350. (6) The catalyst is C(Cl)Cl. The product is [N:1]([CH2:4][CH2:5][O:6][CH2:7][CH2:8][O:9][CH2:10][CH2:11][O:12][CH2:13][CH2:14][NH:15][C:16](=[O:52])[CH2:17][C@@H:18]([C:45]([OH:47])=[O:46])[NH:19][C:20](=[O:44])[CH2:21][CH2:22][CH2:23][CH2:24][CH2:25][CH2:26][CH2:27][CH2:28][CH2:29][CH2:30][CH2:31][CH2:32][CH2:33][CH2:34][CH2:35][CH2:36][C:37]([OH:39])=[O:38])=[N+:2]=[N-:3]. The reactants are [N:1]([CH2:4][CH2:5][O:6][CH2:7][CH2:8][O:9][CH2:10][CH2:11][O:12][CH2:13][CH2:14][NH:15][C:16](=[O:52])[CH2:17][C@@H:18]([C:45]([O:47]C(C)(C)C)=[O:46])[NH:19][C:20](=[O:44])[CH2:21][CH2:22][CH2:23][CH2:24][CH2:25][CH2:26][CH2:27][CH2:28][CH2:29][CH2:30][CH2:31][CH2:32][CH2:33][CH2:34][CH2:35][CH2:36][C:37]([O:39]C(C)(C)C)=[O:38])=[N+:2]=[N-:3].C(O)(C(F)(F)F)=O. The yield is 0.292. (7) The reactants are [CH3:1][C:2]([C:19]1[CH:24]=[CH:23][N:22]=[C:21]([NH:25][C:26](=[O:32])[O:27][C:28]([CH3:31])([CH3:30])[CH3:29])[CH:20]=1)([CH3:18])[CH2:3][O:4][C:5]1[C:14]2[C:9](=[CH:10][CH:11]=[CH:12][CH:13]=2)[C:8]([N+:15]([O-])=O)=[CH:7][CH:6]=1.CC(O)=O.C(Cl)Cl.[H][H]. The catalyst is CO.[Pt]. The product is [NH2:15][C:8]1[C:9]2[C:14](=[CH:13][CH:12]=[CH:11][CH:10]=2)[C:5]([O:4][CH2:3][C:2]([C:19]2[CH:24]=[CH:23][N:22]=[C:21]([NH:25][C:26](=[O:32])[O:27][C:28]([CH3:31])([CH3:30])[CH3:29])[CH:20]=2)([CH3:18])[CH3:1])=[CH:6][CH:7]=1. The yield is 0.840.